This data is from Catalyst prediction with 721,799 reactions and 888 catalyst types from USPTO. The task is: Predict which catalyst facilitates the given reaction. (1) Reactant: [Br-].[CH2:2]([O:4][C:5]([CH2:7][N+:8]1[CH:13]=[CH:12][CH:11]=[CH:10][CH:9]=1)=[O:6])[CH3:3].[F:14][C:15](F)=[CH:16]OS(C1C=CC(C)=CC=1)(=O)=O.C(=O)([O-])[O-].[K+].[K+].C(N(CC)CC)C. Product: [CH2:2]([O:4][C:5]([C:7]1[N:8]2[C:13]([CH:12]=[CH:11][CH:10]=[CH:9]2)=[CH:16][C:15]=1[F:14])=[O:6])[CH3:3]. The catalyst class is: 35. (2) Reactant: [C:1]([O:5][C:6]([N:8]1[C:16]2[C:11](=[C:12]([C:18]#[C:19][CH:20]([C:22]3[N:23]([C:27]([O:29][C:30]([CH3:33])([CH3:32])[CH3:31])=[O:28])[CH:24]=[CH:25][CH:26]=3)[OH:21])[C:13]([F:17])=[CH:14][CH:15]=2)[CH:10]=[C:9]1[O:34][C:35]([O:37][C:38]([CH3:41])([CH3:40])[CH3:39])=[O:36])=[O:7])([CH3:4])([CH3:3])[CH3:2]. Product: [C:1]([O:5][C:6]([N:8]1[C:16]2[C:11](=[C:12]([C:18]#[C:19][C:20]([C:22]3[N:23]([C:27]([O:29][C:30]([CH3:31])([CH3:33])[CH3:32])=[O:28])[CH:24]=[CH:25][CH:26]=3)=[O:21])[C:13]([F:17])=[CH:14][CH:15]=2)[CH:10]=[C:9]1[O:34][C:35]([O:37][C:38]([CH3:41])([CH3:40])[CH3:39])=[O:36])=[O:7])([CH3:2])([CH3:3])[CH3:4]. The catalyst class is: 177.